From a dataset of Catalyst prediction with 721,799 reactions and 888 catalyst types from USPTO. Predict which catalyst facilitates the given reaction. (1) Reactant: [NH:1]1[CH:8]=[CH:7][C:5](=[O:6])[NH:4][C:2]1=[O:3].C(=O)([O-])[O-].[Cs+].[Cs+].Br[CH2:16][CH2:17][CH:18]1[CH2:23][O:22][C:21]([CH3:25])([CH3:24])[O:20][CH2:19]1. Product: [CH3:24][C:21]1([CH3:25])[O:22][CH2:23][CH:18]([CH2:17][CH2:16][N:1]2[CH:8]=[CH:7][C:5](=[O:6])[NH:4][C:2]2=[O:3])[CH2:19][O:20]1. The catalyst class is: 3. (2) Reactant: [F:1][C:2]1[CH:3]=[C:4]([C@:13]2([NH:23][S@@](C(C)(C)C)=O)[C:17]3=[N:18][CH:19]=[CH:20][CH:21]=[C:16]3[C:15](=[O:22])[CH2:14]2)[CH:5]=[CH:6][C:7]=1[O:8][C:9]([F:12])([F:11])[F:10].Cl.O1CCOCC1. Product: [NH2:23][C@@:13]1([C:4]2[CH:5]=[CH:6][C:7]([O:8][C:9]([F:12])([F:10])[F:11])=[C:2]([F:1])[CH:3]=2)[C:17]2=[N:18][CH:19]=[CH:20][CH:21]=[C:16]2[C:15](=[O:22])[CH2:14]1. The catalyst class is: 271.